From a dataset of Catalyst prediction with 721,799 reactions and 888 catalyst types from USPTO. Predict which catalyst facilitates the given reaction. (1) Reactant: [C:1]1([CH2:7][C:8]([OH:10])=O)[CH:6]=[CH:5][CH:4]=[CH:3][CH:2]=1.[CH3:11][S:12]([C:15]1[CH:20]=[CH:19][CH:18]=[CH:17][C:16]=1[C:21]1[CH:26]=[CH:25][C:24]([NH2:27])=[CH:23][CH:22]=1)(=[O:14])=[O:13].Cl.CN(C)CCC[N:34]=[C:35]=[N:36][CH2:37][CH3:38].ON1[C:45]2[CH:46]=CC=[CH:49][C:44]=2N=N1.CN1[CH2:56][CH2:55][O:54]CC1.CN(C=[O:61])C. Product: [CH3:11][S:12]([C:15]1[CH:20]=[CH:19][CH:18]=[CH:17][C:16]=1[C:21]1[CH:22]=[CH:23][C:24]([NH:27][C:8](=[O:10])[CH:7]([O:54][C:55]2[CH:56]=[CH:46][CH:45]=[C:44]([C:35]3[N:36]=[C:37]([CH3:38])[O:61][N:34]=3)[CH:49]=2)[C:1]2[CH:2]=[CH:3][CH:4]=[CH:5][CH:6]=2)=[CH:25][CH:26]=1)(=[O:13])=[O:14]. The catalyst class is: 6. (2) Reactant: [C:1]1([C@@H:7]([NH:9][C:10]2[CH2:15][CH2:14][CH2:13][CH2:12][C:11]=2[C:16]([O:18][CH2:19][CH3:20])=[O:17])[CH3:8])[CH:6]=[CH:5][CH:4]=[CH:3][CH:2]=1.C(O[BH3-])(=O)C.[Na+]. Product: [C:1]1([C@@H:7]([NH:9][C@H:10]2[CH2:15][CH2:14][CH2:13][CH2:12][C@H:11]2[C:16]([O:18][CH2:19][CH3:20])=[O:17])[CH3:8])[CH:2]=[CH:3][CH:4]=[CH:5][CH:6]=1. The catalyst class is: 10. (3) Reactant: [CH3:1][O:2][C:3]1[CH:4]=[C:5]([NH:17][C:18]2[N:23]=[CH:22][N:21]=[C:20]3[NH:24][N:25]=[C:26]([O:27][CH2:28][CH2:29][OH:30])[C:19]=23)[CH:6]=[CH:7][C:8]=1[O:9][CH2:10][C:11]1[CH:16]=[CH:15][CH:14]=[CH:13][N:12]=1.[CH3:31][S:32](Cl)(=[O:34])=[O:33]. Product: [CH3:31][S:32]([O:30][CH2:29][CH2:28][O:27][C:26]1[C:19]2[C:20](=[N:21][CH:22]=[N:23][C:18]=2[NH:17][C:5]2[CH:6]=[CH:7][C:8]([O:9][CH2:10][C:11]3[CH:16]=[CH:15][CH:14]=[CH:13][N:12]=3)=[C:3]([O:2][CH3:1])[CH:4]=2)[NH:24][N:25]=1)(=[O:34])=[O:33]. The catalyst class is: 17. (4) Reactant: [CH3:1][O:2][C:3](=[O:41])[C:4]1[CH:9]=[CH:8][C:7]([NH:10][CH2:11][CH2:12][C:13]2[C:21]3[C:16](=[CH:17][CH:18]=[C:19]([Cl:22])[CH:20]=3)[N:15]([CH:23]([C:30]3[CH:35]=[CH:34][CH:33]=[CH:32][CH:31]=3)[C:24]3[CH:29]=[CH:28][CH:27]=[CH:26][CH:25]=3)[C:14]=2[CH2:36][CH2:37][N:38]=[N+]=[N-])=[CH:6][CH:5]=1.C1C=CC(P(C2C=CC=CC=2)C2C=CC=CC=2)=CC=1.O. Product: [CH3:1][O:2][C:3](=[O:41])[C:4]1[CH:5]=[CH:6][C:7]([NH:10][CH2:11][CH2:12][C:13]2[C:21]3[C:16](=[CH:17][CH:18]=[C:19]([Cl:22])[CH:20]=3)[N:15]([CH:23]([C:30]3[CH:31]=[CH:32][CH:33]=[CH:34][CH:35]=3)[C:24]3[CH:29]=[CH:28][CH:27]=[CH:26][CH:25]=3)[C:14]=2[CH2:36][CH2:37][NH2:38])=[CH:8][CH:9]=1. The catalyst class is: 49. (5) Reactant: [Li+].[Cl-].[CH:3](NC(C)C)([CH3:5])[CH3:4].[Li]CCCC.[Cl:15][CH2:16][CH2:17][CH2:18][CH2:19][C:20]([N:22]([C@@H:24]([CH3:33])[C@@H:25]([OH:32])[C:26]1[CH:31]=[CH:30][CH:29]=[CH:28][CH:27]=1)[CH3:23])=[O:21].C(Br)C=C.C([O-])(O)=O.[Na+]. Product: [Cl:15][CH2:16][CH2:17][CH2:18][C@H:19]([CH2:5][CH:3]=[CH2:4])[C:20]([N:22]([C@@H:24]([CH3:33])[C@@H:25]([OH:32])[C:26]1[CH:31]=[CH:30][CH:29]=[CH:28][CH:27]=1)[CH3:23])=[O:21]. The catalyst class is: 387. (6) Product: [F:1][C:2]1[CH:10]=[CH:9][CH:8]=[C:7]2[C:3]=1[CH:4]=[CH:5][N:6]2[S:25]([C:22]1[CH:23]=[CH:24][C:19]([CH3:18])=[CH:20][CH:21]=1)(=[O:27])=[O:26]. The catalyst class is: 13. Reactant: [F:1][C:2]1[CH:10]=[CH:9][CH:8]=[C:7]2[C:3]=1[CH:4]=[CH:5][NH:6]2.[H-].[Na+].CN(C=O)C.[CH3:18][C:19]1[CH:24]=[CH:23][C:22]([S:25](Cl)(=[O:27])=[O:26])=[CH:21][CH:20]=1. (7) The catalyst class is: 1. Reactant: [OH:1][C@@H:2]1[C@H:6]([C@H:7]([OH:14])/[CH:8]=[CH:9]/[C:10]([CH3:13])([CH3:12])[CH3:11])[O:5][C:4](=[O:15])[C@@H:3]1[O:16][CH3:17].[NH2:18][CH:19]1[N:25]=[C:24]([C:26]2[CH:31]=[CH:30][CH:29]=[CH:28][CH:27]=2)[C:23]2[CH:32]=[CH:33][CH:34]=[CH:35][C:22]=2[NH:21][C:20]1=[O:36].C(C(CCCC)C([O-])=O)C.[Na+].C(Cl)Cl. Product: [O:36]=[C:20]1[CH:19]([NH:18][C:4](=[O:15])[C@H:3]([O:16][CH3:17])[C@H:2]([OH:1])[C@@H:6]([OH:5])[C@H:7]([OH:14])/[CH:8]=[CH:9]/[C:10]([CH3:13])([CH3:12])[CH3:11])[N:25]=[C:24]([C:26]2[CH:31]=[CH:30][CH:29]=[CH:28][CH:27]=2)[C:23]2[CH:32]=[CH:33][CH:34]=[CH:35][C:22]=2[NH:21]1. (8) Reactant: [Cl:1][C:2]1[CH:10]=[CH:9][C:5](/[CH:6]=[N:7]\[OH:8])=[CH:4][CH:3]=1.[Cl:11]N1C(=O)CCC1=O. Product: [OH:8]/[N:7]=[C:6](\[Cl:11])/[C:5]1[CH:9]=[CH:10][C:2]([Cl:1])=[CH:3][CH:4]=1. The catalyst class is: 3.